This data is from P-glycoprotein inhibition data for predicting drug efflux from Broccatelli et al.. The task is: Regression/Classification. Given a drug SMILES string, predict its absorption, distribution, metabolism, or excretion properties. Task type varies by dataset: regression for continuous measurements (e.g., permeability, clearance, half-life) or binary classification for categorical outcomes (e.g., BBB penetration, CYP inhibition). Dataset: pgp_broccatelli. The result is 0 (non-inhibitor). The drug is C[C@@H](COc1ccccc1)N[C@@H](C)[C@@H](O)c1ccc(O)cc1.